From a dataset of Catalyst prediction with 721,799 reactions and 888 catalyst types from USPTO. Predict which catalyst facilitates the given reaction. (1) Reactant: Cl[C:2]1[C:3]2[CH:20]=[CH:19][N:18]([CH3:21])[C:4]=2[N:5]=[C:6]([S:8]([C:11]2[CH:16]=[CH:15][C:14]([F:17])=[CH:13][CH:12]=2)(=[O:10])=[O:9])[N:7]=1.[CH3:22][C:23]1[NH:27][N:26]=[C:25]([NH2:28])[CH:24]=1.[I-].[Na+].CCN(C(C)C)C(C)C. Product: [F:17][C:14]1[CH:15]=[CH:16][C:11]([S:8]([C:6]2[N:7]=[C:2]([NH:28][C:25]3[CH:24]=[C:23]([CH3:22])[NH:27][N:26]=3)[C:3]3[CH:20]=[CH:19][N:18]([CH3:21])[C:4]=3[N:5]=2)(=[O:10])=[O:9])=[CH:12][CH:13]=1. The catalyst class is: 3. (2) Reactant: [Cl:1][C:2]1[CH:3]=[C:4]2[C:9](=[C:10]([Cl:12])[CH:11]=1)[CH2:8][N:7]([CH3:13])[CH2:6][CH:5]2[C:14]1[CH:15]=[C:16]([S:20](Cl)(=[O:22])=[O:21])[CH:17]=[CH:18][CH:19]=1.CCN(C(C)C)C(C)C.[N:33]([CH2:36][CH2:37][O:38][CH2:39][CH2:40][O:41][CH2:42][CH2:43][O:44][CH2:45][CH2:46][NH2:47])=[N+:34]=[N-:35]. Product: [N:33]([CH2:36][CH2:37][O:38][CH2:39][CH2:40][O:41][CH2:42][CH2:43][O:44][CH2:45][CH2:46][NH:47][S:20]([C:16]1[CH:17]=[CH:18][CH:19]=[C:14]([CH:5]2[C:4]3[C:9](=[C:10]([Cl:12])[CH:11]=[C:2]([Cl:1])[CH:3]=3)[CH2:8][N:7]([CH3:13])[CH2:6]2)[CH:15]=1)(=[O:22])=[O:21])=[N+:34]=[N-:35]. The catalyst class is: 373. (3) Reactant: ClC1N=C(NCC(C2C=CC=CC=2)C2C=CC=CC=2)C2C(=CC=CC=2)N=1.[S:27]1[CH:31]=[CH:30][CH:29]=[C:28]1B(O)O.C([O-])([O-])=O.[K+].[K+].[C:41]1([CH:47]([C:66]2[CH:71]=[CH:70][CH:69]=[CH:68][CH:67]=2)[CH2:48][CH2:49][NH:50][C:51]2[C:60]3[C:55](=[CH:56][CH:57]=[CH:58][CH:59]=3)[N:54]=[C:53](C3C=CSC=3)[N:52]=2)[CH:46]=[CH:45][CH:44]=[CH:43][CH:42]=1. Product: [C:66]1([CH:47]([C:41]2[CH:46]=[CH:45][CH:44]=[CH:43][CH:42]=2)[CH2:48][CH2:49][NH:50][C:51]2[C:60]3[C:55](=[CH:56][CH:57]=[CH:58][CH:59]=3)[N:54]=[C:53]([C:28]3[S:27][CH:31]=[CH:30][CH:29]=3)[N:52]=2)[CH:67]=[CH:68][CH:69]=[CH:70][CH:71]=1. The catalyst class is: 70. (4) Reactant: C([Li])CCC.[Br-].[OH:7][C:8]1[CH:33]=[CH:32][CH:31]=[CH:30][C:9]=1[CH2:10][P+](C1C=CC=CC=1)(C1C=CC=CC=1)C1C=CC=CC=1.[CH2:34]([O:36][C:37](=[O:59])[CH2:38][C:39]1([CH2:42][CH2:43][CH:44]([CH:57]=O)[CH2:45][CH2:46][C:47]2[CH:56]=[CH:55][C:50]([C:51]([O:53][CH3:54])=[O:52])=[CH:49][CH:48]=2)[CH2:41][CH2:40]1)[CH3:35].[Cl-].[NH4+]. Product: [CH2:34]([O:36][C:37](=[O:59])[CH2:38][C:39]1([CH2:42][CH2:43][CH:44](/[CH:57]=[CH:10]/[C:9]2[CH:30]=[CH:31][CH:32]=[CH:33][C:8]=2[OH:7])[CH2:45][CH2:46][C:47]2[CH:56]=[CH:55][C:50]([C:51]([O:53][CH3:54])=[O:52])=[CH:49][CH:48]=2)[CH2:41][CH2:40]1)[CH3:35]. The catalyst class is: 323. (5) Reactant: C(O[C:4](=[O:20])[C:5](=[CH:11][NH:12][C:13]1[CH:18]=[CH:17][C:16]([F:19])=[CH:15][CH:14]=1)[C:6]([O:8][CH2:9][CH3:10])=[O:7])C. Product: [CH2:9]([O:8][C:6]([C:5]1[C:4](=[O:20])[C:14]2[C:13](=[CH:18][CH:17]=[C:16]([F:19])[CH:15]=2)[NH:12][CH:11]=1)=[O:7])[CH3:10]. The catalyst class is: 400. (6) Reactant: C(O)(=O)C.[NH:5]1[CH2:10][CH2:9][NH:8][CH2:7][CH2:6]1.[CH2:11]([N:18]1[C:22]2[C:23](=[O:34])[N:24]([CH2:27][C:28]3[CH:33]=[CH:32][CH:31]=[CH:30][CH:29]=3)[CH:25]=[CH:26][C:21]=2[N:20]=[C:19]1S(C)(=O)=O)[C:12]1[CH:17]=[CH:16][CH:15]=[CH:14][CH:13]=1.N. Product: [CH2:11]([N:18]1[C:22]2[C:23](=[O:34])[N:24]([CH2:27][C:28]3[CH:29]=[CH:30][CH:31]=[CH:32][CH:33]=3)[CH:25]=[CH:26][C:21]=2[N:20]=[C:19]1[N:5]1[CH2:10][CH2:9][NH:8][CH2:7][CH2:6]1)[C:12]1[CH:17]=[CH:16][CH:15]=[CH:14][CH:13]=1. The catalyst class is: 6. (7) Reactant: BrC1C=C(F)C(O)=C(C=1)C#N.[Br:12][C:13]1[CH:14]=[C:15]([F:28])[C:16]([O:21][CH:22]2[CH2:27][CH2:26][S:25][CH2:24][CH2:23]2)=[C:17]([CH:20]=1)[C:18]#[N:19].S1CCC(O)CC1.N(C(N1CCCCC1)=O)=NC(N1CCCCC1)=O.C(P(CCCC)CCCC)CCC. Product: [Br:12][C:13]1[CH:14]=[C:15]([F:28])[C:16]([O:21][CH:22]2[CH2:27][CH2:26][S:25][CH2:24][CH2:23]2)=[C:17]([CH:20]=1)[C:18]#[N:19]. The catalyst class is: 11. (8) Reactant: [NH:1]1[C:5]2=[CH:6][N:7]=[CH:8][CH:9]=[C:4]2[C:3]2([CH2:11][CH2:10]2)[C:2]1=[O:12].CC(C)([O-])C.[Na+].[Cl:19][C:20]1[CH:38]=[CH:37][C:23]2[N:24]([C@H:29]3[CH2:32][C@@H:31]([S:33]([CH3:36])(=[O:35])=[O:34])[CH2:30]3)[C:25]([CH2:27]Cl)=[N:26][C:22]=2[CH:21]=1. Product: [Cl:19][C:20]1[CH:38]=[CH:37][C:23]2[N:24]([C@H:29]3[CH2:32][C@@H:31]([S:33]([CH3:36])(=[O:34])=[O:35])[CH2:30]3)[C:25]([CH2:27][N:1]3[C:5]4=[CH:6][N:7]=[CH:8][CH:9]=[C:4]4[C:3]4([CH2:10][CH2:11]4)[C:2]3=[O:12])=[N:26][C:22]=2[CH:21]=1. The catalyst class is: 9. (9) Reactant: [C:1]([O:5][C:6]([N:8]1[CH2:17][CH2:16][C:15]2[C:10](=[CH:11][C:12]([CH2:18]Br)=[CH:13][CH:14]=2)[CH2:9]1)=[O:7])([CH3:4])([CH3:3])[CH3:2].[C-:20]#[N:21].[Na+]. Product: [C:1]([O:5][C:6]([N:8]1[CH2:17][CH2:16][C:15]2[C:10](=[CH:11][C:12]([CH2:18][C:20]#[N:21])=[CH:13][CH:14]=2)[CH2:9]1)=[O:7])([CH3:4])([CH3:3])[CH3:2]. The catalyst class is: 163.